This data is from Full USPTO retrosynthesis dataset with 1.9M reactions from patents (1976-2016). The task is: Predict the reactants needed to synthesize the given product. (1) The reactants are: [Br:1][C:2]1[CH:3]=[C:4]([N:8]([CH2:13][CH2:14][C:15](=[O:22])[C:16]2[CH:21]=[CH:20][CH:19]=[CH:18][CH:17]=2)[C:9](=[O:12])OC)[CH:5]=[CH:6][CH:7]=1.[CH2:23]([Mg]Br)[CH:24]=[CH2:25]. Given the product [CH2:25]([C:15]1([C:16]2[CH:17]=[CH:18][CH:19]=[CH:20][CH:21]=2)[O:22][C:9](=[O:12])[N:8]([C:4]2[CH:5]=[CH:6][CH:7]=[C:2]([Br:1])[CH:3]=2)[CH2:13][CH2:14]1)[CH:24]=[CH2:23], predict the reactants needed to synthesize it. (2) Given the product [CH2:16]1[C:10]2[N:9]=[C:8]([S:17][CH2:19][C:20]([NH:22][C:23]3[CH:28]=[CH:27][C:26]([C:29]4[CH:34]=[CH:33][CH:32]=[CH:31][CH:30]=4)=[CH:25][N:24]=3)=[O:21])[N:7]([C:1]3[CH:2]=[CH:3][CH:4]=[CH:5][CH:6]=3)[C:12](=[O:13])[C:11]=2[S:14][CH2:15]1, predict the reactants needed to synthesize it. The reactants are: [C:1]1([N:7]2[C:12](=[O:13])[C:11]3[S:14][CH2:15][CH2:16][C:10]=3[NH:9][C:8]2=[S:17])[CH:6]=[CH:5][CH:4]=[CH:3][CH:2]=1.Cl[CH2:19][C:20]([NH:22][C:23]1[CH:28]=[CH:27][C:26]([C:29]2[CH:34]=[CH:33][CH:32]=[CH:31][CH:30]=2)=[CH:25][N:24]=1)=[O:21].C(N(CC)CC)C. (3) Given the product [Cl:1][C:2]1[CH:7]=[CH:6][CH:5]=[CH:4][C:3]=1[C:8]1[CH:13]=[CH:12][N:11]=[CH:10][C:9]=1[N:14]([CH2:15][CH2:16][O:17][CH3:18])[C:24](=[O:25])[C:23]1[CH:27]=[C:28]([C:30]([F:31])([F:32])[F:33])[CH:29]=[C:21]([C:20]([F:19])([F:34])[F:35])[CH:22]=1, predict the reactants needed to synthesize it. The reactants are: [Cl:1][C:2]1[CH:7]=[CH:6][CH:5]=[CH:4][C:3]=1[C:8]1[CH:13]=[CH:12][N:11]=[CH:10][C:9]=1[NH:14][CH2:15][CH2:16][O:17][CH3:18].[F:19][C:20]([F:35])([F:34])[C:21]1[CH:22]=[C:23]([CH:27]=[C:28]([C:30]([F:33])([F:32])[F:31])[CH:29]=1)[C:24](Cl)=[O:25]. (4) Given the product [Cl:12][CH2:8][C:7]1[N:3]([CH2:1][CH3:2])[N:4]=[CH:5][CH:6]=1, predict the reactants needed to synthesize it. The reactants are: [CH2:1]([N:3]1[C:7]([CH2:8]O)=[CH:6][CH:5]=[N:4]1)[CH3:2].S(Cl)([Cl:12])=O.